From a dataset of Reaction yield outcomes from USPTO patents with 853,638 reactions. Predict the reaction yield, written as a fraction of the theoretical maximum amount of product (1.0 means a 100% yield; for example, 0.34 means a 34% yield). (1) The reactants are CO[C:3]([C:5]1[N:6]([CH3:26])[N:7]=[C:8]([O:10][CH2:11][C:12]2[C:13]([C:19]3[CH:24]=[CH:23][C:22]([F:25])=[CH:21][CH:20]=3)=[N:14][O:15][C:16]=2[CH2:17][OH:18])[CH:9]=1)=[O:4].COC(C1NN=C(OC[C:38]2[C:39]([C:44]3[CH:49]=CC=CC=3)=[N:40][O:41][C:42]=2C)C=1)=O.NC1CCOCC1. No catalyst specified. The product is [O:41]1[CH2:49][CH2:44][CH:39]([NH:40][C:3]([C:5]2[N:6]([CH3:26])[N:7]=[C:8]([O:10][CH2:11][C:12]3[C:13]([C:19]4[CH:20]=[CH:21][C:22]([F:25])=[CH:23][CH:24]=4)=[N:14][O:15][C:16]=3[CH2:17][OH:18])[CH:9]=2)=[O:4])[CH2:38][CH2:42]1. The yield is 0.670. (2) The reactants are [CH2:1]([N:8]1[CH2:12][CH2:11][C@@H:10]([NH:13][C:14]([C:16]2[C:24]3[C:19](=[N:20][CH:21]=[C:22](Br)[N:23]=3)[N:18]([CH2:26][O:27][CH2:28][CH2:29][Si:30]([CH3:33])([CH3:32])[CH3:31])[CH:17]=2)=[O:15])[CH2:9]1)[C:2]1[CH:7]=[CH:6][CH:5]=[CH:4][CH:3]=1.[F:34][C:35]1[CH:43]=[C:42]2[C:38]([C:39]([Sn](CCCC)(CCCC)CCCC)=[N:40][N:41]2[CH3:44])=[CH:37][CH:36]=1. The catalyst is CN(C=O)C.C1C=CC([P]([Pd]([P](C2C=CC=CC=2)(C2C=CC=CC=2)C2C=CC=CC=2)([P](C2C=CC=CC=2)(C2C=CC=CC=2)C2C=CC=CC=2)[P](C2C=CC=CC=2)(C2C=CC=CC=2)C2C=CC=CC=2)(C2C=CC=CC=2)C2C=CC=CC=2)=CC=1.[Cu]I. The product is [CH2:1]([N:8]1[CH2:12][CH2:11][C@@H:10]([NH:13][C:14]([C:16]2[C:24]3[C:19](=[N:20][CH:21]=[C:22]([C:39]4[C:38]5[C:42](=[CH:43][C:35]([F:34])=[CH:36][CH:37]=5)[N:41]([CH3:44])[N:40]=4)[N:23]=3)[N:18]([CH2:26][O:27][CH2:28][CH2:29][Si:30]([CH3:33])([CH3:32])[CH3:31])[CH:17]=2)=[O:15])[CH2:9]1)[C:2]1[CH:7]=[CH:6][CH:5]=[CH:4][CH:3]=1. The yield is 0.620. (3) The reactants are [CH3:1][N:2]1[CH:6]=[C:5]([C:7]2[CH:8]=[C:9]3[C:14](=[CH:15][N:16]=2)[N:13]([C:17]2[C:21]4[CH2:22][NH:23][CH2:24][CH2:25][C:20]=4[N:19]([CH:26]4[CH2:31][CH2:30][O:29][CH2:28][CH2:27]4)[N:18]=2)[CH2:12][CH2:11][CH2:10]3)[CH:4]=[N:3]1.C(N(CC)CC)C.[CH3:39][NH:40][C:41](N1C=CN=C1)=[O:42]. The catalyst is C(Cl)Cl. The product is [CH3:39][NH:40][C:41]([N:23]1[CH2:24][CH2:25][C:20]2[N:19]([CH:26]3[CH2:31][CH2:30][O:29][CH2:28][CH2:27]3)[N:18]=[C:17]([N:13]3[C:14]4[C:9](=[CH:8][C:7]([C:5]5[CH:4]=[N:3][N:2]([CH3:1])[CH:6]=5)=[N:16][CH:15]=4)[CH2:10][CH2:11][CH2:12]3)[C:21]=2[CH2:22]1)=[O:42]. The yield is 0.350. (4) The reactants are [Cl:1][C:2]1[C:10]([C:11]#[N:12])=[CH:9][CH:8]=[C:7]2[C:3]=1[CH:4]=[C:5]([CH:13]([F:15])[F:14])[NH:6]2.[BH3-]C#N.[Na+].[C:20](O)([C:22]([F:25])([F:24])[F:23])=O. No catalyst specified. The product is [Cl:1][C:2]1[C:10]([C:11]#[N:12])=[CH:9][CH:8]=[C:7]2[C:3]=1[CH2:4][CH:5]([CH:13]([F:14])[F:15])[N:6]2[CH2:20][C:22]([F:25])([F:24])[F:23].[Cl:1][C:2]1[C:10]([C:11]#[N:12])=[CH:9][CH:8]=[C:7]2[C:3]=1[CH2:4][CH:5]([CH:13]([F:14])[F:15])[NH:6]2. The yield is 0.290. (5) The reactants are [C:1]1([Mg]Br)[CH:6]=[CH:5][CH:4]=[CH:3][CH:2]=1.CCOCC.[F:14][C:15]1[C:20]([S:21]([C:23]2[C:28]([F:29])=[C:27]([F:30])[C:26]([F:31])=[C:25]([F:32])[C:24]=2[F:33])=O)=[C:19]([F:34])[C:18]([F:35])=[C:17]([F:36])[C:16]=1[F:37].[OH:38][S:39]([C:42]([F:45])([F:44])[F:43])(=[O:41])=[O:40]. The catalyst is C1C=CC=CC=1. The product is [O-:41][S:39]([C:42]([F:45])([F:44])[F:43])(=[O:40])=[O:38].[F:14][C:15]1[C:20]([S+:21]([C:23]2[C:28]([F:29])=[C:27]([F:30])[C:26]([F:31])=[C:25]([F:32])[C:24]=2[F:33])[C:1]2[CH:6]=[CH:5][CH:4]=[CH:3][CH:2]=2)=[C:19]([F:34])[C:18]([F:35])=[C:17]([F:36])[C:16]=1[F:37]. The yield is 0.100.